From a dataset of Forward reaction prediction with 1.9M reactions from USPTO patents (1976-2016). Predict the product of the given reaction. (1) Given the reactants Cl[C:2]1[CH:3]=[CH:4][C:5]2[N:6]([CH:8]=[C:9]([C:11]([N:13]3[CH2:18][CH2:17][CH:16]([C:19]4[CH:24]=[CH:23][CH:22]=[CH:21][C:20]=4[C:25]([F:28])([F:27])[F:26])[CH2:15][CH2:14]3)=[O:12])[N:10]=2)[N:7]=1.[NH:29]1[CH2:34][CH2:33][O:32][CH2:31][CH2:30]1, predict the reaction product. The product is: [O:32]1[CH2:33][CH2:34][N:29]([C:2]2[CH:3]=[CH:4][C:5]3[N:6]([CH:8]=[C:9]([C:11]([N:13]4[CH2:18][CH2:17][CH:16]([C:19]5[CH:24]=[CH:23][CH:22]=[CH:21][C:20]=5[C:25]([F:28])([F:27])[F:26])[CH2:15][CH2:14]4)=[O:12])[N:10]=3)[N:7]=2)[CH2:30][CH2:31]1. (2) The product is: [Br:15][C:16]1[CH:23]=[CH:22][CH:21]=[C:20]([N:9]2[CH2:8][CH2:7][C:6]3[C:11](=[CH:12][CH:13]=[C:4]([CH:1]4[CH2:3][CH2:2]4)[CH:5]=3)[C:10]2=[O:14])[C:17]=1[CH:18]=[O:19]. Given the reactants [CH:1]1([C:4]2[CH:5]=[C:6]3[C:11](=[CH:12][CH:13]=2)[C:10](=[O:14])[NH:9][CH2:8][CH2:7]3)[CH2:3][CH2:2]1.[Br:15][C:16]1[CH:23]=[CH:22][CH:21]=[C:20](Br)[C:17]=1[CH:18]=[O:19].C(Cl)(Cl)Cl.C(=O)([O-])[O-].[Cs+].[Cs+], predict the reaction product. (3) Given the reactants [H-].[K+].C([O:7][C:8](=[O:18])[CH2:9][CH:10]([CH2:14][CH:15]([CH3:17])[CH3:16])[C:11](O)=O)(C)(C)C, predict the reaction product. The product is: [CH2:14]([CH:10]1[CH2:11][O:18][C:8](=[O:7])[CH2:9]1)[CH:15]([CH3:16])[CH3:17]. (4) Given the reactants [Si]([O:8][CH2:9][CH2:10][C:11]1[CH:16]=[CH:15][C:14](B(O)O)=[CH:13][C:12]=1[CH2:20][CH3:21])(C(C)(C)C)(C)C.[NH2:22][C:23]1[CH:24]=[C:25]([CH:29]=[CH:30][CH:31]=1)[C:26]([NH2:28])=[O:27].O.[C:33]([OH:37])(=[O:36])[CH:34]=O, predict the reaction product. The product is: [C:26]([C:25]1[CH:24]=[C:23]([NH:22][CH:34]([C:14]2[CH:15]=[CH:16][C:11]([CH2:10][CH2:9][OH:8])=[C:12]([CH2:20][CH3:21])[CH:13]=2)[C:33]([OH:37])=[O:36])[CH:31]=[CH:30][CH:29]=1)(=[O:27])[NH2:28]. (5) Given the reactants [C:1]([O:5][C:6]([N:8]1[CH2:13][CH2:12][CH:11]([NH:14][C:15]2[CH:20]=[CH:19][C:18]([O:21][C:22]([F:25])([F:24])[F:23])=[CH:17][CH:16]=2)[CH2:10][CH2:9]1)=[O:7])([CH3:4])([CH3:3])[CH3:2].[CH3:26][O:27][C:28]1[CH:29]=[C:30]([C:38]2[CH:39]=[C:40]([CH:43]=[CH:44][CH:45]=2)[CH2:41]Cl)[CH:31]=[C:32]([O:36][CH3:37])[C:33]=1[O:34][CH3:35], predict the reaction product. The product is: [C:1]([O:5][C:6]([N:8]1[CH2:13][CH2:12][CH:11]([N:14]([C:15]2[CH:16]=[CH:17][C:18]([O:21][C:22]([F:25])([F:23])[F:24])=[CH:19][CH:20]=2)[CH2:41][C:40]2[CH:43]=[CH:44][CH:45]=[C:38]([C:30]3[CH:31]=[C:32]([O:36][CH3:37])[C:33]([O:34][CH3:35])=[C:28]([O:27][CH3:26])[CH:29]=3)[CH:39]=2)[CH2:10][CH2:9]1)=[O:7])([CH3:4])([CH3:2])[CH3:3]. (6) Given the reactants OC(C(F)(F)F)=O.O=S1(=O)CCN(CC[NH:17][C@:18]23[CH2:53][CH2:52][C@@H:51]([C:54]([NH:56][NH:57][CH:58]=[O:59])=O)[C@@H:19]2[C@@H:20]2[C@@:33]([CH3:36])([CH2:34][CH2:35]3)[C@@:32]3([CH3:37])[C@@H:23]([C@:24]4([CH3:50])[C@@H:29]([CH2:30][CH2:31]3)[C:28]([CH3:39])([CH3:38])[C:27]([C:40]3[CH:49]=[CH:48][C:43]([C:44]([O:46][CH3:47])=[O:45])=[CH:42][CH:41]=3)=[CH:26][CH2:25]4)[CH2:22][CH2:21]2)CC1.[CH3:61][CH2:62][N:63]([CH:67]([CH3:69])C)[CH:64]([CH3:66])C.C1(C)C=CC([S:76](Cl)(=[O:78])=[O:77])=CC=1, predict the reaction product. The product is: [O:77]=[S:76]1(=[O:78])[CH2:66][CH2:64][N:63]([CH2:62][CH2:61][NH:17][C@:18]23[CH2:53][CH2:52][C@@H:51]([C:54]4[O:59][CH:58]=[N:57][N:56]=4)[C@@H:19]2[C@@H:20]2[C@@:33]([CH3:36])([CH2:34][CH2:35]3)[C@@:32]3([CH3:37])[C@@H:23]([C@:24]4([CH3:50])[C@@H:29]([CH2:30][CH2:31]3)[C:28]([CH3:38])([CH3:39])[C:27]([C:40]3[CH:41]=[CH:42][C:43]([C:44]([O:46][CH3:47])=[O:45])=[CH:48][CH:49]=3)=[CH:26][CH2:25]4)[CH2:22][CH2:21]2)[CH2:67][CH2:69]1. (7) Given the reactants [N+](C1C=C([C:10]([C:12]2[C:20]3[C:15](=[N:16][CH:17]=[C:18]([C:21]4[CH:22]=[N:23][CH:24]=[CH:25][CH:26]=4)[CH:19]=3)[NH:14][CH:13]=2)=[O:11])C=CC=1)([O-])=O.C([N-]C(C)C)(C)C.[Li+].C1CCCCC1.[C:41]1([CH3:51])[CH:46]=[CH:45][C:44]([S:47](Cl)(=[O:49])=[O:48])=[CH:43][CH:42]=1, predict the reaction product. The product is: [N:23]1[CH:24]=[CH:25][CH:26]=[C:21]([C:18]2[CH:19]=[C:20]3[C:12]([CH:10]=[O:11])=[CH:13][N:14]([S:47]([C:44]4[CH:45]=[CH:46][C:41]([CH3:51])=[CH:42][CH:43]=4)(=[O:49])=[O:48])[C:15]3=[N:16][CH:17]=2)[CH:22]=1. (8) Given the reactants [OH:1][CH2:2][CH:3]1[NH:9][C:8](=[O:10])[C:7]2[CH:11]=[CH:12][CH:13]=[CH:14][C:6]=2[C:5]2[CH:15]=[CH:16][CH:17]=[CH:18][C:4]1=2.[CH3:19][S:20](Cl)(=[O:22])=[O:21], predict the reaction product. The product is: [O:10]=[C:8]1[NH:9][CH:3]([CH2:2][O:1][S:20]([CH3:19])(=[O:22])=[O:21])[C:4]2[CH:18]=[CH:17][CH:16]=[CH:15][C:5]=2[C:6]2[CH:14]=[CH:13][CH:12]=[CH:11][C:7]1=2. (9) Given the reactants CC1C=NC2C(C=1C)=CC=C1C=2N=CC(C)=C1C.[CH:19]1([N:23]2[CH2:29][CH2:28][CH2:27][N:26]([C:30]([N:32]3[CH2:35][CH:34]([OH:36])[CH2:33]3)=[O:31])[CH2:25][CH2:24]2)[CH2:22][CH2:21][CH2:20]1.[F:37][CH:38]([F:47])[O:39][C:40]1[CH:45]=[CH:44][C:43](I)=[CH:42][CH:41]=1, predict the reaction product. The product is: [CH:19]1([N:23]2[CH2:29][CH2:28][CH2:27][N:26]([C:30]([N:32]3[CH2:33][CH:34]([O:36][C:43]4[CH:44]=[CH:45][C:40]([O:39][CH:38]([F:47])[F:37])=[CH:41][CH:42]=4)[CH2:35]3)=[O:31])[CH2:25][CH2:24]2)[CH2:22][CH2:21][CH2:20]1. (10) Given the reactants [CH2:1]([O:8][C:9]1[CH:10]=[C:11]2[C:16](=[CH:17][C:18]=1[O:19][CH3:20])[CH:15]([C:21]([O:23][CH2:24][CH3:25])=[O:22])[NH:14][CH2:13][CH2:12]2)[C:2]1[CH:7]=[CH:6][CH:5]=[CH:4][CH:3]=1.CCN(CC)CC.[CH3:33][C:34]([O:37][C:38](O[C:38]([O:37][C:34]([CH3:36])([CH3:35])[CH3:33])=[O:39])=[O:39])([CH3:36])[CH3:35], predict the reaction product. The product is: [CH2:1]([O:8][C:9]1[CH:10]=[C:11]2[C:16](=[CH:17][C:18]=1[O:19][CH3:20])[CH:15]([C:21]([O:23][CH2:24][CH3:25])=[O:22])[N:14]([C:38]([O:37][C:34]([CH3:36])([CH3:35])[CH3:33])=[O:39])[CH2:13][CH2:12]2)[C:2]1[CH:3]=[CH:4][CH:5]=[CH:6][CH:7]=1.